Dataset: Catalyst prediction with 721,799 reactions and 888 catalyst types from USPTO. Task: Predict which catalyst facilitates the given reaction. Reactant: [O:1]=[C:2]1[N:10]([CH2:11][CH2:12][CH3:13])[C:9]2[N:8]=[C:7]([C:14]34[CH2:22][C:18]([CH:23]=[CH:24][C:25]([OH:27])=[O:26])([CH2:19][CH2:20][CH2:21]3)[CH2:17][CH2:16][CH2:15]4)[NH:6][C:5]=2[C:4](=[O:28])[N:3]1[CH2:29][CH2:30][CH3:31]. Product: [O:1]=[C:2]1[N:10]([CH2:11][CH2:12][CH3:13])[C:9]2[N:8]=[C:7]([C:14]34[CH2:22][C:18]([CH2:23][CH2:24][C:25]([OH:27])=[O:26])([CH2:19][CH2:20][CH2:21]3)[CH2:17][CH2:16][CH2:15]4)[NH:6][C:5]=2[C:4](=[O:28])[N:3]1[CH2:29][CH2:30][CH3:31]. The catalyst class is: 358.